From a dataset of Catalyst prediction with 721,799 reactions and 888 catalyst types from USPTO. Predict which catalyst facilitates the given reaction. (1) Reactant: [CH2:1]([O:4][CH2:5][CH2:6][O:7][C:8](=[O:12])[C:9]([CH3:11])=[CH2:10])[CH:2]=[CH2:3].C1(C)C=CC=CC=1.[Cl:20][SiH:21]([Cl:23])[Cl:22]. Product: [C:8]([O:7][CH2:6][CH2:5][O:4][CH2:1][CH2:2][CH2:3][Si:21]([Cl:23])([Cl:22])[Cl:20])(=[O:12])[C:9]([CH3:11])=[CH2:10]. The catalyst class is: 7. (2) The catalyst class is: 5. Reactant: [Br:1][C:2]1[N:6]2[CH:7]=[CH:8][CH:9]=[CH:10][C:5]2=[N:4][C:3]=1[CH2:11][N:12]1C(=O)C2C(=CC=CC=2)C1=O.NN. Product: [Br:1][C:2]1[N:6]2[CH:7]=[CH:8][CH:9]=[CH:10][C:5]2=[N:4][C:3]=1[CH2:11][NH2:12]. (3) Reactant: [CH:1]1([C:4]([NH:6][C:7]2[CH:12]=[CH:11][C:10]([F:13])=[CH:9][C:8]=2[NH:14][C:15]2[N:20]=[C:19]([NH:21][C:22]3[CH:27]=[CH:26][C:25]([C:28]([F:31])([F:30])[F:29])=[CH:24][CH:23]=3)[N:18]=[C:17]([NH:32]C(=O)OC(C)(C)C)[CH:16]=2)=O)[CH2:3][CH2:2]1.CC1C=CC(S(O)(=O)=O)=CC=1.C(#N)C.CO. Product: [CH:1]1([C:4]2[N:14]([C:15]3[N:20]=[C:19]([NH:21][C:22]4[CH:27]=[CH:26][C:25]([C:28]([F:29])([F:30])[F:31])=[CH:24][CH:23]=4)[N:18]=[C:17]([NH2:32])[CH:16]=3)[C:8]3[CH:9]=[C:10]([F:13])[CH:11]=[CH:12][C:7]=3[N:6]=2)[CH2:3][CH2:2]1. The catalyst class is: 91. (4) Reactant: [CH3:1][O:2][C:3]1[C:4]([NH:25][C:26]2[N:31]=[C:30]([C:32]3[C:40]4[C:35](=[CH:36][CH:37]=[CH:38][CH:39]=4)[N:34]([CH3:41])[CH:33]=3)[CH:29]=[CH:28][N:27]=2)=[CH:5][C:6]([N+:22]([O-])=O)=[C:7]([N:9]([CH3:21])[CH2:10][CH2:11][N:12]([CH3:20])[C:13](=[O:19])[O:14][C:15]([CH3:18])([CH3:17])[CH3:16])[CH:8]=1.[NH4+].[Cl-].O. Product: [NH2:22][C:6]1[CH:5]=[C:4]([NH:25][C:26]2[N:31]=[C:30]([C:32]3[C:40]4[C:35](=[CH:36][CH:37]=[CH:38][CH:39]=4)[N:34]([CH3:41])[CH:33]=3)[CH:29]=[CH:28][N:27]=2)[C:3]([O:2][CH3:1])=[CH:8][C:7]=1[N:9]([CH3:21])[CH2:10][CH2:11][N:12]([CH3:20])[C:13](=[O:19])[O:14][C:15]([CH3:18])([CH3:16])[CH3:17]. The catalyst class is: 186.